From a dataset of Catalyst prediction with 721,799 reactions and 888 catalyst types from USPTO. Predict which catalyst facilitates the given reaction. (1) Product: [CH2:1]([O:8][C:9]([NH:11][C@:12]1([C:13]([O:15][CH2:16][CH3:17])=[O:14])[CH2:18][C:19](=[O:20])[NH:25][C:24]1=[O:26])=[O:10])[C:2]1[CH:7]=[CH:6][CH:5]=[CH:4][CH:3]=1. Reactant: [CH2:1]([O:8][C:9]([NH:11][C@@:12]([C:24](=[O:26])[NH2:25])([CH2:18][C:19](OCC)=[O:20])[C:13]([O:15][CH2:16][CH3:17])=[O:14])=[O:10])[C:2]1[CH:7]=[CH:6][CH:5]=[CH:4][CH:3]=1.[O-]CC.[Na+].Cl. The catalyst class is: 8. (2) Reactant: [CH3:1][C:2]1[CH:6]=[CH:5][O:4][C:3]=1[C:7]([OH:9])=O.CN(C(ON1N=NC2C=CC=NC1=2)=[N+](C)C)C.F[P-](F)(F)(F)(F)F.C(N(CC)C(C)C)(C)C.[NH2:43][C:44]1[CH:45]=[C:46]([CH:63]=[CH:64][CH:65]=1)[O:47][C:48]1[CH:53]=[CH:52][N:51]=[C:50]([C:54]2[NH:58][CH:57]=[C:56]([C:59]([O:61][CH3:62])=[O:60])[CH:55]=2)[CH:49]=1.Cl. Product: [CH3:1][C:2]1[CH:6]=[CH:5][O:4][C:3]=1[C:7]([NH:43][C:44]1[CH:45]=[C:46]([CH:63]=[CH:64][CH:65]=1)[O:47][C:48]1[CH:53]=[CH:52][N:51]=[C:50]([C:54]2[NH:58][CH:57]=[C:56]([C:59]([O:61][CH3:62])=[O:60])[CH:55]=2)[CH:49]=1)=[O:9]. The catalyst class is: 18. (3) Reactant: [CH:1]1(B(O)O)[CH2:3][CH2:2]1.[O-]P([O-])([O-])=O.[K+].[K+].[K+].Br[C:16]1[C:21]([O:22][CH:23]([F:25])[F:24])=[CH:20][CH:19]=[CH:18][N:17]=1.C1(P(C2CCCCC2)C2CCCCC2)CCCCC1. Product: [CH:1]1([C:16]2[C:21]([O:22][CH:23]([F:25])[F:24])=[CH:20][CH:19]=[CH:18][N:17]=2)[CH2:3][CH2:2]1. The catalyst class is: 167. (4) Reactant: [C:1]1([CH3:19])[CH:6]=[CH:5][C:4]([S:7]([N:10]2[CH2:15][CH2:14][S:13][CH2:12][C@H:11]2[C:16]([OH:18])=O)(=[O:9])=[O:8])=[CH:3][CH:2]=1.C1(C)C=CC(S(O)(=O)=O)=CC=1.[CH2:31]([O:38][C:39](=[O:45])[C@H:40]([CH:42]([CH3:44])[CH3:43])[NH2:41])[C:32]1[CH:37]=[CH:36][CH:35]=[CH:34][CH:33]=1.C1CCC(N=C=NC2CCCCC2)CC1. Product: [CH2:31]([O:38][C:39](=[O:45])[CH:40]([NH:41][C:16]([C@@H:11]1[CH2:12][S:13][CH2:14][CH2:15][N:10]1[S:7]([C:4]1[CH:3]=[CH:2][C:1]([CH3:19])=[CH:6][CH:5]=1)(=[O:8])=[O:9])=[O:18])[CH:42]([CH3:44])[CH3:43])[C:32]1[CH:37]=[CH:36][CH:35]=[CH:34][CH:33]=1. The catalyst class is: 79. (5) Reactant: [H-].[Na+].[CH3:3][C:4]1[C:9]([OH:10])=[CH:8][CH:7]=[C:6]([CH3:11])[N:5]=1.[Cl:12][C:13]1[CH:18]=[C:17](Cl)[CH:16]=[CH:15][N:14]=1. Product: [Cl:12][C:13]1[CH:18]=[C:17]([O:10][C:9]2[C:4]([CH3:3])=[N:5][C:6]([CH3:11])=[CH:7][CH:8]=2)[CH:16]=[CH:15][N:14]=1. The catalyst class is: 3. (6) Reactant: [N+:1]([O-:4])(O)=[O:2].[Cl:5][C:6]1[CH:15]=[CH:14][C:13]2[C:8](=[CH:9][CH:10]=[CH:11][CH:12]=2)[N:7]=1. Product: [Cl:5][C:6]1[CH:15]=[CH:14][C:13]2[C:8](=[CH:9][CH:10]=[CH:11][C:12]=2[N+:1]([O-:4])=[O:2])[N:7]=1. The catalyst class is: 65.